From a dataset of Full USPTO retrosynthesis dataset with 1.9M reactions from patents (1976-2016). Predict the reactants needed to synthesize the given product. (1) Given the product [Cl:1][C:2]1[C:7](=[O:8])[C:6]([OH:9])=[C:5]([CH2:10][C:11]([F:12])([F:13])[F:14])[N:4]([CH3:16])[C:3]=1[CH3:17], predict the reactants needed to synthesize it. The reactants are: [Cl:1][C:2]1[C:7](=[O:8])[C:6]([OH:9])=[C:5]([CH:10](O)[C:11]([F:14])([F:13])[F:12])[N:4]([CH3:16])[C:3]=1[CH3:17].S(Cl)(Cl)=O.[BH4-].[Na+]. (2) Given the product [CH2:1]([O:5][CH2:6][CH2:7][O:8][C:9]1[CH:10]=[CH:11][C:12]([C:15]2[CH:16]=[CH:17][C:18]3[N:24]([CH2:25][CH:26]([CH3:27])[CH3:28])[CH2:23][CH2:22][C:21]([C:29]([NH:31][C:32]4[CH:33]=[CH:34][C:35]([S:38]([CH2:39][C:40]5[N:41]([CH2:46][CH2:47][CH3:48])[C:42]([CH3:45])=[CH:43][N:44]=5)=[O:58])=[CH:36][CH:37]=4)=[O:30])=[CH:20][C:19]=3[CH:49]=2)=[CH:13][CH:14]=1)[CH2:2][CH2:3][CH3:4], predict the reactants needed to synthesize it. The reactants are: [CH2:1]([O:5][CH2:6][CH2:7][O:8][C:9]1[CH:14]=[CH:13][C:12]([C:15]2[CH:16]=[CH:17][C:18]3[N:24]([CH2:25][CH:26]([CH3:28])[CH3:27])[CH2:23][CH2:22][C:21]([C:29]([NH:31][C:32]4[CH:37]=[CH:36][C:35]([S:38][CH2:39][C:40]5[N:41]([CH2:46][CH2:47][CH3:48])[C:42]([CH3:45])=[CH:43][N:44]=5)=[CH:34][CH:33]=4)=[O:30])=[CH:20][C:19]=3[CH:49]=2)=[CH:11][CH:10]=1)[CH2:2][CH2:3][CH3:4].ClC1C=CC=C(C(OO)=[O:58])C=1. (3) Given the product [CH3:25][O:24][C@H:17]1[CH2:16][C@@H:15]([NH:14][C:2]2[C:7]([N+:8]([O-:10])=[O:9])=[CH:6][N:5]=[C:4]3[CH:11]=[CH:12][S:13][C:3]=23)[CH2:20][CH2:19][C@@H:18]1[CH2:21][C:22]#[N:23], predict the reactants needed to synthesize it. The reactants are: Cl[C:2]1[C:7]([N+:8]([O-:10])=[O:9])=[CH:6][N:5]=[C:4]2[CH:11]=[CH:12][S:13][C:3]=12.[NH2:14][C@H:15]1[CH2:20][CH2:19][C@H:18]([CH2:21][C:22]#[N:23])[C@@H:17]([O:24][CH3:25])[CH2:16]1.C(N(CC)C(C)C)(C)C. (4) Given the product [CH2:18]([C:13]1[S:12][CH:16]=[CH:15][CH:14]=1)[CH2:19][CH2:20][CH2:21][CH2:22][CH2:23][CH2:24][CH3:25], predict the reactants needed to synthesize it. The reactants are: C([Li])CCC.CCCCCC.[S:12]1[CH:16]=[CH:15][CH:14]=[CH:13]1.Br[CH2:18][CH2:19][CH2:20][CH2:21][CH2:22][CH2:23][CH2:24][CH3:25]. (5) Given the product [C:4]([O:3][C:1]([N:8]1[CH2:13][CH2:12][CH:11]([C:14]2[CH:19]=[CH:18][C:17]([C:20](=[O:22])[NH:30][C:29]3[CH:31]=[CH:32][CH:33]=[C:27]([C:23]([CH3:26])([CH3:25])[CH3:24])[CH:28]=3)=[CH:16][CH:15]=2)[CH2:10][CH2:9]1)=[O:2])([CH3:7])([CH3:6])[CH3:5], predict the reactants needed to synthesize it. The reactants are: [C:1]([N:8]1[CH2:13][CH2:12][CH:11]([C:14]2[CH:19]=[CH:18][C:17]([C:20]([OH:22])=O)=[CH:16][CH:15]=2)[CH2:10][CH2:9]1)([O:3][C:4]([CH3:7])([CH3:6])[CH3:5])=[O:2].[C:23]([C:27]1[CH:28]=[C:29]([CH:31]=[CH:32][CH:33]=1)[NH2:30])([CH3:26])([CH3:25])[CH3:24].C(OC(N1CCN(C2C=CC(C(=O)NC3C=CC=C(C(C)(C)C)C=3)=CC=2)CC1)=O)(C)(C)C. (6) Given the product [F:1][C:2]1[C:3]([CH2:13][CH2:14][N:15]2[CH2:20][CH2:19][CH2:18][CH2:17][CH2:16]2)=[CH:4][C:5]([O:11][CH3:12])=[C:6]([CH:7]=1)[NH2:8], predict the reactants needed to synthesize it. The reactants are: [F:1][C:2]1[CH:7]=[C:6]([N+:8]([O-])=O)[C:5]([O:11][CH3:12])=[CH:4][C:3]=1[CH2:13][CH2:14][N:15]1[CH2:20][CH2:19][CH2:18][CH2:17][CH2:16]1.